From a dataset of Full USPTO retrosynthesis dataset with 1.9M reactions from patents (1976-2016). Predict the reactants needed to synthesize the given product. (1) Given the product [F:14][C:2]([F:1])([F:13])[C:3]1[N:4]([CH2:22][O:21][CH2:20][CH2:19][Si:16]([CH3:18])([CH3:17])[CH3:15])[CH:5]=[C:6]([C:8]([O:10][CH2:11][CH3:12])=[O:9])[N:7]=1, predict the reactants needed to synthesize it. The reactants are: [F:1][C:2]([F:14])([F:13])[C:3]1[NH:4][CH:5]=[C:6]([C:8]([O:10][CH2:11][CH3:12])=[O:9])[N:7]=1.[CH3:15][Si:16]([CH2:19][CH2:20][O:21][CH2:22]Cl)([CH3:18])[CH3:17]. (2) Given the product [N:1]1([CH2:7][CH2:8][CH2:9][CH2:10][CH2:11][O:12][C:13]2[C:14]([O:33][CH3:34])=[CH:15][CH:16]=[C:17]3[C:22]=2[O:21][C:20](=[O:23])[CH:19]=[C:18]3[NH:24][C:25]2[C:30]([Cl:31])=[CH:29][N:28]=[CH:27][C:26]=2[Cl:32])[CH:5]=[N:4][CH:3]=[N:2]1, predict the reactants needed to synthesize it. The reactants are: [NH:1]1[CH:5]=[N:4][CH:3]=[N:2]1.Br[CH2:7][CH2:8][CH2:9][CH2:10][CH2:11][O:12][C:13]1[C:14]([O:33][CH3:34])=[CH:15][CH:16]=[C:17]2[C:22]=1[O:21][C:20](=[O:23])[CH:19]=[C:18]2[NH:24][C:25]1[C:30]([Cl:31])=[CH:29][N:28]=[CH:27][C:26]=1[Cl:32]. (3) Given the product [CH2:22]([N:26]([CH2:27][CH:28]([CH3:30])[CH3:29])[C:1]([NH:8][C:7]1[CH:9]=[CH:10][C:11]([N+:13]([O-:15])=[O:14])=[CH:12][C:6]=1[CH3:5])=[O:2])[CH:23]([CH3:25])[CH3:24], predict the reactants needed to synthesize it. The reactants are: [C:1](Cl)(Cl)=[O:2].[CH3:5][C:6]1[CH:12]=[C:11]([N+:13]([O-:15])=[O:14])[CH:10]=[CH:9][C:7]=1[NH2:8].N1C=CC=CC=1.[CH2:22]([NH:26][CH2:27][CH:28]([CH3:30])[CH3:29])[CH:23]([CH3:25])[CH3:24].